This data is from NCI-60 drug combinations with 297,098 pairs across 59 cell lines. The task is: Regression. Given two drug SMILES strings and cell line genomic features, predict the synergy score measuring deviation from expected non-interaction effect. Drug 1: CS(=O)(=O)C1=CC(=C(C=C1)C(=O)NC2=CC(=C(C=C2)Cl)C3=CC=CC=N3)Cl. Drug 2: C(=O)(N)NO. Cell line: DU-145. Synergy scores: CSS=5.71, Synergy_ZIP=-0.960, Synergy_Bliss=2.74, Synergy_Loewe=-0.318, Synergy_HSA=0.298.